From a dataset of Catalyst prediction with 721,799 reactions and 888 catalyst types from USPTO. Predict which catalyst facilitates the given reaction. (1) Reactant: [Br:1][C:2]1[CH:6]=[CH:5][NH:4][C:3]=1[CH:7]=[O:8].CC(=CC)C.C1C[O:17]CC1.Cl([O-])=O.[Na+].C(O)(=O)CC(CC(O)=O)(C(O)=O)O. Product: [Br:1][C:2]1[CH:6]=[CH:5][NH:4][C:3]=1[C:7]([OH:17])=[O:8]. The catalyst class is: 371. (2) Reactant: [OH:1][CH:2]1[CH2:6][CH2:5][O:4][CH2:3]1.Cl[C:8]1[CH:9]=[CH:10][C:11]([N+:23]([O-:25])=[O:24])=[C:12]([CH2:14][NH:15][C:16](=[O:22])[O:17][C:18]([CH3:21])([CH3:20])[CH3:19])[CH:13]=1.[H-].[Na+]. Product: [C:18]([O:17][C:16](=[O:22])[NH:15][CH2:14][C:12]1[CH:13]=[C:8]([O:1][CH:2]2[CH2:6][CH2:5][O:4][CH2:3]2)[CH:9]=[CH:10][C:11]=1[N+:23]([O-:25])=[O:24])([CH3:21])([CH3:19])[CH3:20]. The catalyst class is: 9.